From a dataset of Forward reaction prediction with 1.9M reactions from USPTO patents (1976-2016). Predict the product of the given reaction. Given the reactants Cl[C:2]1[N:3]=[C:4]([NH:15][CH2:16][C:17]2[CH:18]=[N:19][C:20]3[C:25]([CH:26]=2)=[CH:24][CH:23]=[CH:22][CH:21]=3)[C:5]2[CH2:10][N:9]([CH:11]([CH3:13])[CH3:12])[C:8](=[O:14])[C:6]=2[N:7]=1.CCN(C(C)C)C(C)C, predict the reaction product. The product is: [CH:11]([N:9]1[CH2:10][C:5]2[C:4]([NH:15][CH2:16][C:17]3[CH:18]=[N:19][C:20]4[C:25]([CH:26]=3)=[CH:24][CH:23]=[CH:22][CH:21]=4)=[N:3][CH:2]=[N:7][C:6]=2[C:8]1=[O:14])([CH3:13])[CH3:12].